Dataset: Full USPTO retrosynthesis dataset with 1.9M reactions from patents (1976-2016). Task: Predict the reactants needed to synthesize the given product. (1) Given the product [C:29]([C:31]1[CH:32]=[C:33]([CH:34]=[CH:35][CH:36]=1)[N:37]=[C:38]=[N:40][CH2:41][CH2:42][CH3:43])#[CH:30], predict the reactants needed to synthesize it. The reactants are: C(N(CC)CC)C.BrP(Br)(C1C=CC=CC=1)(C1C=CC=CC=1)C1C=CC=CC=1.[C:29]([C:31]1[CH:32]=[C:33]([NH:37][C:38]([NH:40][CH2:41][CH2:42][CH3:43])=O)[CH:34]=[CH:35][CH:36]=1)#[CH:30].NC(N)=O.N=C=N. (2) Given the product [CH:15]1([N:20]2[CH2:26][CH2:25][C:24]3[CH:27]=[CH:28][C:29]([N:31]4[CH2:32][CH2:33][N:34]([C:7]([C:6]5[CH:5]=[CH:4][C:3]([C:1]#[N:2])=[CH:11][CH:10]=5)=[O:9])[CH2:35][CH2:36]4)=[CH:30][C:23]=3[CH2:22][CH2:21]2)[CH2:19][CH2:18][CH2:17][CH2:16]1, predict the reactants needed to synthesize it. The reactants are: [C:1]([C:3]1[CH:11]=[CH:10][C:6]([C:7]([OH:9])=O)=[CH:5][CH:4]=1)#[N:2].ClCCl.[CH:15]1([N:20]2[CH2:26][CH2:25][C:24]3[CH:27]=[CH:28][C:29]([N:31]4[CH2:36][CH2:35][NH:34][CH2:33][CH2:32]4)=[CH:30][C:23]=3[CH2:22][CH2:21]2)[CH2:19][CH2:18][CH2:17][CH2:16]1.CN1CCOCC1.CC[NH+](CC)CC.CC[NH+](CC)CC.C([O-])([O-])=O. (3) Given the product [Br:1][C:2]1[CH:3]=[CH:4][C:5]([O:16][CH:17]([CH3:18])[CH3:21])=[C:6]([C:8]2[CH:13]=[C:12]([Cl:14])[N:11]=[C:10]([NH2:15])[N:9]=2)[CH:7]=1, predict the reactants needed to synthesize it. The reactants are: [Br:1][C:2]1[CH:3]=[CH:4][C:5]([O:16][CH2:17][CH2:18]C)=[C:6]([C:8]2[CH:13]=[C:12]([Cl:14])[N:11]=[C:10]([NH2:15])[N:9]=2)[CH:7]=1.N[C:21]1N=C(C2C=C(Br)C=CC=2O)C=C(Cl)N=1. (4) Given the product [CH:1]1([N:6]2[CH2:12][C:11]3([CH2:15][CH2:14][CH2:13]3)[C:10](=[O:16])[N:9]([CH3:17])[C:8]3[CH:18]=[N:19][C:20]([NH:22][C:23]4[CH:31]=[CH:30][C:26]([C:27]([NH:43][N:37]5[CH2:38][CH2:39][N:40]([CH3:42])[CH2:41][CH2:36]5)=[O:29])=[CH:25][C:24]=4[O:32][CH3:33])=[N:21][C:7]2=3)[CH2:2][CH2:3][CH2:4][CH2:5]1, predict the reactants needed to synthesize it. The reactants are: [CH:1]1([N:6]2[CH2:12][C:11]3([CH2:15][CH2:14][CH2:13]3)[C:10](=[O:16])[N:9]([CH3:17])[C:8]3[CH:18]=[N:19][C:20]([NH:22][C:23]4[CH:31]=[CH:30][C:26]([C:27]([OH:29])=O)=[CH:25][C:24]=4[O:32][CH3:33])=[N:21][C:7]2=3)[CH2:5][CH2:4][CH2:3][CH2:2]1.C([CH:36]1[CH2:41][N:40]([CH3:42])[CH2:39][CH2:38][N:37]1[NH2:43])C. (5) Given the product [CH2:24]([C:21]1[CH:22]=[CH:23][C:18]([CH2:17][N:10]2[CH2:9][C@H:8]([CH2:11][CH:12]([CH3:14])[CH3:13])[NH:7][C:6](=[O:15])[C@@H:5]2[CH2:1][CH:2]([CH3:4])[CH3:3])=[CH:19][CH:20]=1)[CH3:25], predict the reactants needed to synthesize it. The reactants are: [CH2:1]([C@@H:5]1[NH:10][CH2:9][C@H:8]([CH2:11][CH:12]([CH3:14])[CH3:13])[NH:7][C:6]1=[O:15])[CH:2]([CH3:4])[CH3:3].Cl[CH2:17][C:18]1[CH:23]=[CH:22][C:21]([CH2:24][CH3:25])=[CH:20][CH:19]=1.FC1C=CC(CN2C[C@H](CC(C)C)NC(=O)[C@@H]2CC(C)C)=C(C(F)(F)F)C=1. (6) Given the product [CH3:1][O:2][C:3](=[O:25])[C:4](=[N+:5]=[N-:6])[C:17]1[CH:22]=[CH:21][C:20]([Cl:23])=[C:19]([Cl:24])[CH:18]=1, predict the reactants needed to synthesize it. The reactants are: [CH3:1][O:2][C:3](=[O:25])[C:4]([C:17]1[CH:22]=[CH:21][C:20]([Cl:23])=[C:19]([Cl:24])[CH:18]=1)=[N:5][NH:6]S(C1C=CC(C)=CC=1)(=O)=O.C(N(CC)CC)C. (7) The reactants are: [O:1]([C:8]1[CH:14]=[CH:13][C:11]([NH2:12])=[CH:10][CH:9]=1)[C:2]1[CH:7]=[CH:6][CH:5]=[CH:4][CH:3]=1.[N:15]([C:18]1[CH:23]=[CH:22][C:21]([C:24]([F:27])([F:26])[F:25])=[CH:20][CH:19]=1)=[C:16]=[O:17]. Given the product [O:1]([C:8]1[CH:9]=[CH:10][C:11]([NH:12][C:16]([NH:15][C:18]2[CH:19]=[CH:20][C:21]([C:24]([F:25])([F:26])[F:27])=[CH:22][CH:23]=2)=[O:17])=[CH:13][CH:14]=1)[C:2]1[CH:3]=[CH:4][CH:5]=[CH:6][CH:7]=1, predict the reactants needed to synthesize it. (8) Given the product [C:49]([C:19]1[CH:20]=[C:21]([NH:22][C:23]([NH:25][C@@H:26]2[C:35]3[C:30](=[CH:31][CH:32]=[CH:33][CH:34]=3)[C@H:29]([O:36][C:37]3[CH:38]=[CH:39][C:40]4[N:41]([C:43]([CH:46]([CH3:48])[CH3:47])=[N:44][N:45]=4)[CH:42]=3)[CH2:28][CH2:27]2)=[O:24])[N:17]([CH:14]2[CH2:15][CH2:16][NH:11][CH2:12][CH2:13]2)[N:18]=1)([CH3:52])([CH3:51])[CH3:50], predict the reactants needed to synthesize it. The reactants are: C(OC([N:11]1[CH2:16][CH2:15][CH:14]([N:17]2[C:21]([NH:22][C:23]([NH:25][C@@H:26]3[C:35]4[C:30](=[CH:31][CH:32]=[CH:33][CH:34]=4)[C@H:29]([O:36][C:37]4[CH:38]=[CH:39][C:40]5[N:41]([C:43]([CH:46]([CH3:48])[CH3:47])=[N:44][N:45]=5)[CH:42]=4)[CH2:28][CH2:27]3)=[O:24])=[CH:20][C:19]([C:49]([CH3:52])([CH3:51])[CH3:50])=[N:18]2)[CH2:13][CH2:12]1)=O)C1C=CC=CC=1.N.CO.